Dataset: Experimentally validated miRNA-target interactions with 360,000+ pairs, plus equal number of negative samples. Task: Binary Classification. Given a miRNA mature sequence and a target amino acid sequence, predict their likelihood of interaction. The miRNA is cel-miR-237-5p with sequence UCCCUGAGAAUUCUCGAACAGCU. The protein sequence of the target gene is MGETMSKRLKLHLGGEAEMEERAFVNPFPDYEAAAGALLASGAAEETGCVRPPATTDEPGLPFHQDGKIIHNFIRRIQTKIKDLLQQMEEGLKTADPHDCSAYTGWTGIALLYLQLYRVTCDQTYLLRSLDYVKRTLRNLNGRRVTFLCGDAGPLAVGAVIYHKLRSDCESQECVTKLLQLQRSVVCQESDLPDELLYGRAGYLYALLYLNTEIGPGTVCESAIKEVVNAIIESGKTLSREERKTERCPLLYQWHRKQYVGAAHGMAGIYYMLMQPAAKVDQETLTEMVKPSIDYVRHKK.... Result: 0 (no interaction).